Dataset: Reaction yield outcomes from USPTO patents with 853,638 reactions. Task: Predict the reaction yield, written as a fraction of the theoretical maximum amount of product (1.0 means a 100% yield; for example, 0.34 means a 34% yield). (1) The reactants are CN1C([C:7]2[CH:19]=[N:18][C:17]3[C:16]4[CH:15]=[CH:14][C:13]([C:20]([O:22][CH3:23])=[O:21])=[CH:12][C:11]=4[N:10]([C@H:24]([C:31]4[CH:36]=[CH:35][CH:34]=[CH:33][CH:32]=4)[CH:25]4[CH2:30][CH2:29][O:28][CH2:27][CH2:26]4)[C:9]=3[CH:8]=2)=C(C)N=N1.[CH3:38][N:39]1[C:43](C2C3NC4C=C(C(OC)=O)C=CC=4C=3N=CC=2)=[C:42]([CH3:61])[N:41]=[N:40]1. No catalyst specified. The product is [CH3:38][N:39]1[C:43]([C:8]2[C:9]3[N:10]([C@H:24]([C:31]4[CH:32]=[CH:33][CH:34]=[CH:35][CH:36]=4)[CH:25]4[CH2:30][CH2:29][O:28][CH2:27][CH2:26]4)[C:11]4[CH:12]=[C:13]([C:20]([O:22][CH3:23])=[O:21])[CH:14]=[CH:15][C:16]=4[C:17]=3[N:18]=[CH:19][CH:7]=2)=[C:42]([CH3:61])[N:41]=[N:40]1. The yield is 0.420. (2) The reactants are [CH2:1]([C@H:4]1[C:7](=[O:8])[N:6]([Si:9]([C:12]([CH3:15])([CH3:14])[CH3:13])([CH3:11])[CH3:10])[C@@H:5]1[C:16]([OH:18])=[O:17])[CH:2]=[CH2:3].CCN=C=NCCCN(C)C.Cl.[CH3:31][O:32][C:33]1[CH:40]=[CH:39][C:36]([CH2:37]O)=[CH:35][CH:34]=1. The catalyst is CN(C1C=CN=CC=1)C.ClCCl. The product is [CH3:31][O:32][C:33]1[CH:40]=[CH:39][C:36]([CH2:37][O:17][C:16]([C@@H:5]2[C@@H:4]([CH2:1][CH:2]=[CH2:3])[C:7](=[O:8])[N:6]2[Si:9]([C:12]([CH3:13])([CH3:14])[CH3:15])([CH3:10])[CH3:11])=[O:18])=[CH:35][CH:34]=1. The yield is 0.490.